Dataset: Full USPTO retrosynthesis dataset with 1.9M reactions from patents (1976-2016). Task: Predict the reactants needed to synthesize the given product. (1) Given the product [OH:1][CH2:2][C:3]1[C:11]([S:12]([CH3:15])(=[O:14])=[O:13])=[CH:10][C:9]2[N:8]3[CH2:16][CH2:17][N:18]([C:23]4[N:28]=[C:27]([C:29]([F:31])([F:30])[F:32])[C:26]([C:33]([OH:35])=[O:34])=[CH:25][N:24]=4)[CH:19]([CH:20]([CH3:22])[CH3:21])[C:7]3=[CH:6][C:5]=2[CH:4]=1, predict the reactants needed to synthesize it. The reactants are: [OH:1][CH2:2][C:3]1[C:11]([S:12]([CH3:15])(=[O:14])=[O:13])=[CH:10][C:9]2[N:8]3[CH2:16][CH2:17][N:18]([C:23]4[N:28]=[C:27]([C:29]([F:32])([F:31])[F:30])[C:26]([C:33]([O:35]CC)=[O:34])=[CH:25][N:24]=4)[CH:19]([CH:20]([CH3:22])[CH3:21])[C:7]3=[CH:6][C:5]=2[CH:4]=1.[OH-].[Na+].Cl. (2) Given the product [F:20][C:18]([F:19])([F:21])[CH2:17][CH2:16][CH2:15][CH:14]([C:11]1[CH:10]=[CH:9][C:8]([C:7]([NH:6][CH2:5][CH2:4][C:3]([OH:2])=[O:39])=[O:38])=[CH:13][CH:12]=1)[O:22][C:23]1[CH:28]=[CH:27][C:26]([C:41]2[CH:46]=[CH:45][C:44]([C:47]([F:49])([F:50])[F:48])=[C:43]([F:51])[CH:42]=2)=[CH:25][CH:24]=1, predict the reactants needed to synthesize it. The reactants are: C[O:2][C:3](=[O:39])[CH2:4][CH2:5][NH:6][C:7](=[O:38])[C:8]1[CH:13]=[CH:12][C:11]([CH:14]([O:22][C:23]2[CH:28]=[CH:27][C:26](B3OC(C)(C)C(C)(C)O3)=[CH:25][CH:24]=2)[CH2:15][CH2:16][CH2:17][C:18]([F:21])([F:20])[F:19])=[CH:10][CH:9]=1.Br[C:41]1[CH:46]=[CH:45][C:44]([C:47]([F:50])([F:49])[F:48])=[C:43]([F:51])[CH:42]=1.